Dataset: Full USPTO retrosynthesis dataset with 1.9M reactions from patents (1976-2016). Task: Predict the reactants needed to synthesize the given product. (1) Given the product [Br:1][C:2]1[CH:3]=[CH:4][C:5]([NH:11][CH:12]2[CH2:17][CH2:16][O:15][CH2:14][CH2:13]2)=[C:6]([CH:10]=1)[C:7]([NH:29][CH2:18][C:19]1[CH:28]=[CH:27][C:24]([O:25][CH3:26])=[C:21]([O:22][CH3:23])[CH:20]=1)=[O:9], predict the reactants needed to synthesize it. The reactants are: [Br:1][C:2]1[CH:3]=[CH:4][C:5]([NH:11][CH:12]2[CH2:17][CH2:16][O:15][CH2:14][CH2:13]2)=[C:6]([CH:10]=1)[C:7]([OH:9])=O.[CH2:18]([NH2:29])[C:19]1[CH:28]=[CH:27][C:24]([O:25][CH3:26])=[C:21]([O:22][CH3:23])[CH:20]=1.CCN(C(C)C)C(C)C.CN(C(ON1N=NC2C=CC=CC1=2)=[N+](C)C)C.F[P-](F)(F)(F)(F)F. (2) Given the product [Cl:1][C:2]1[CH:3]=[C:4]([CH:10]([C:23]([F:26])([F:25])[F:24])/[CH:11]=[CH:12]/[C:13]2[CH:14]=[C:15]3[C:19](=[CH:20][CH:21]=2)[CH:18]([NH:31][CH2:30][CH2:29][C:28]([F:33])([F:32])[F:27])[CH2:17][CH2:16]3)[CH:5]=[C:6]([Cl:9])[C:7]=1[F:8], predict the reactants needed to synthesize it. The reactants are: [Cl:1][C:2]1[CH:3]=[C:4]([CH:10]([C:23]([F:26])([F:25])[F:24])/[CH:11]=[CH:12]/[C:13]2[CH:14]=[C:15]3[C:19](=[CH:20][CH:21]=2)[C:18](=O)[CH2:17][CH2:16]3)[CH:5]=[C:6]([Cl:9])[C:7]=1[F:8].[F:27][C:28]([F:33])([F:32])[CH2:29][CH2:30][NH2:31].C([BH3-])#N.[Na+].